Dataset: Reaction yield outcomes from USPTO patents with 853,638 reactions. Task: Predict the reaction yield, written as a fraction of the theoretical maximum amount of product (1.0 means a 100% yield; for example, 0.34 means a 34% yield). (1) The reactants are [CH:1]([C@@H:3]1[CH2:7][CH2:6][CH2:5][N:4]1[C:8]([O:10][C:11]([CH3:14])([CH3:13])[CH3:12])=[O:9])=O.C([O-])(=O)C.[NH4+:19].C([N:22](CC)[CH2:23][CH3:24])C. No catalyst specified. The product is [NH:19]1[CH:24]=[CH:23][N:22]=[C:1]1[C@@H:3]1[CH2:7][CH2:6][CH2:5][N:4]1[C:8]([O:10][C:11]([CH3:14])([CH3:13])[CH3:12])=[O:9]. The yield is 0.750. (2) The reactants are [N:1]1[CH:6]=[CH:5][CH:4]=[C:3]([CH2:7][CH:8]2[CH:13]([OH:14])[CH:12]3[CH2:15][CH2:16][N:9]2[CH2:10][CH2:11]3)[CH:2]=1.[S:17](Cl)([CH3:20])(=[O:19])=[O:18].C(N(CC)CC)C.C([O-])(O)=O.[Na+]. The catalyst is ClCCl. The product is [CH3:20][S:17]([O:14][CH:13]1[CH:12]2[CH2:11][CH2:10][N:9]([CH2:16][CH2:15]2)[CH:8]1[CH2:7][C:3]1[CH:2]=[N:1][CH:6]=[CH:5][CH:4]=1)(=[O:19])=[O:18]. The yield is 0.700. (3) The reactants are Cl[C:2]1[N:7]2[N:8]=[CH:9][C:10]([C:11]([O:13][CH2:14][CH3:15])=[O:12])=[C:6]2[N:5]=[CH:4][C:3]=1[C:16]([O:18][CH3:19])=[O:17].[NH2:20][C:21]1[CH:26]=[CH:25][CH:24]=[C:23]([CH3:27])[CH:22]=1. No catalyst specified. The product is [CH2:14]([O:13][C:11]([C:10]1[CH:9]=[N:8][N:7]2[C:2]([NH:20][C:21]3[CH:26]=[CH:25][CH:24]=[C:23]([CH3:27])[CH:22]=3)=[C:3]([C:16]([O:18][CH3:19])=[O:17])[CH:4]=[N:5][C:6]=12)=[O:12])[CH3:15]. The yield is 0.940. (4) The reactants are [OH:1][C@H:2]([CH2:8][CH2:9][CH2:10][CH2:11][CH2:12][CH2:13][CH2:14][CH2:15][CH2:16][CH2:17][CH3:18])[CH2:3][C:4]([O:6][CH3:7])=[O:5].ClC(Cl)(Cl)C(=N)O[CH2:23][C:24]1[CH:29]=[CH:28][C:27]([O:30][CH3:31])=[CH:26][CH:25]=1.C12(CS(O)(=O)=O)C(C)(C)C(CC1)CC2=O. The catalyst is C(Cl)Cl. The product is [CH3:31][O:30][C:27]1[CH:28]=[CH:29][C:24]([CH2:23][O:1][C@H:2]([CH2:8][CH2:9][CH2:10][CH2:11][CH2:12][CH2:13][CH2:14][CH2:15][CH2:16][CH2:17][CH3:18])[CH2:3][C:4]([O:6][CH3:7])=[O:5])=[CH:25][CH:26]=1. The yield is 0.810. (5) The reactants are [Cl:1][C:2]1[CH:7]=[C:6]([F:8])[CH:5]=[CH:4][C:3]=1[NH:9][S:10]([CH:13]1[CH2:22][CH2:21][C:16]2([O:20][CH2:19][CH2:18][O:17]2)[CH:15]=[C:14]1[C:23]([O:25]CC)=[O:24])(=[O:12])=[O:11].[OH-].[Li+].Cl. The catalyst is O.O1CCCC1. The product is [Cl:1][C:2]1[CH:7]=[C:6]([F:8])[CH:5]=[CH:4][C:3]=1[NH:9][S:10]([CH:13]1[CH2:22][CH2:21][C:16]2([O:17][CH2:18][CH2:19][O:20]2)[CH:15]=[C:14]1[C:23]([OH:25])=[O:24])(=[O:12])=[O:11]. The yield is 0.850. (6) The reactants are C(Cl)(=O)C(Cl)=O.CS(C)=O.[CH2:11]([O:18][C@@H:19]1[C@@H:24]([O:25][CH2:26][C:27]2[CH:32]=[CH:31][CH:30]=[CH:29][CH:28]=2)[C@H:23]([O:33][CH2:34][C:35]2[CH:40]=[CH:39][CH:38]=[CH:37][CH:36]=2)[C:22]([CH2:52][O:53][CH2:54][C:55]2[CH:60]=[CH:59][C:58]([O:61][CH3:62])=[CH:57][CH:56]=2)([CH2:41][O:42][CH2:43][C:44]2[CH:49]=[CH:48][C:47]([O:50][CH3:51])=[CH:46][CH:45]=2)[O:21][CH:20]1[OH:63])[C:12]1[CH:17]=[CH:16][CH:15]=[CH:14][CH:13]=1.C(N(CC)CC)C. The catalyst is ClCCl. The product is [CH2:11]([O:18][C@@H:19]1[C@@H:24]([O:25][CH2:26][C:27]2[CH:28]=[CH:29][CH:30]=[CH:31][CH:32]=2)[C@H:23]([O:33][CH2:34][C:35]2[CH:40]=[CH:39][CH:38]=[CH:37][CH:36]=2)[C:22]([CH2:52][O:53][CH2:54][C:55]2[CH:56]=[CH:57][C:58]([O:61][CH3:62])=[CH:59][CH:60]=2)([CH2:41][O:42][CH2:43][C:44]2[CH:45]=[CH:46][C:47]([O:50][CH3:51])=[CH:48][CH:49]=2)[O:21][C:20]1=[O:63])[C:12]1[CH:13]=[CH:14][CH:15]=[CH:16][CH:17]=1. The yield is 0.720. (7) The yield is 0.870. The catalyst is CN(C)C=O.O. The product is [C:3]([C:7]1[CH:12]=[CH:11][CH:10]=[CH:9][C:8]=1[N:13]1[CH2:18][CH2:17][N:16]([C:38]([C:37]2[CH:36]=[CH:35][C:34]([O:33][CH2:32][CH:29]3[CH2:28][CH2:27][N:26]([C:24]([O:23][C:19]([CH3:20])([CH3:21])[CH3:22])=[O:25])[CH2:31][CH2:30]3)=[CH:42][CH:41]=2)=[O:39])[CH2:15][CH2:14]1)([CH3:6])([CH3:4])[CH3:5]. The reactants are Cl.Cl.[C:3]([C:7]1[CH:12]=[CH:11][CH:10]=[CH:9][C:8]=1[N:13]1[CH2:18][CH2:17][NH:16][CH2:15][CH2:14]1)([CH3:6])([CH3:5])[CH3:4].[C:19]([O:23][C:24]([N:26]1[CH2:31][CH2:30][CH:29]([CH2:32][O:33][C:34]2[CH:42]=[CH:41][C:37]([C:38](O)=[O:39])=[CH:36][CH:35]=2)[CH2:28][CH2:27]1)=[O:25])([CH3:22])([CH3:21])[CH3:20].C(N(CC)CC)C.CCN=C=NCCCN(C)C.C1C=CC2N(O)N=NC=2C=1. (8) The reactants are S(Cl)(Cl)=O.O[C:6]1([C:34]([F:37])([F:36])[F:35])[CH:14]([CH2:15][CH2:16][C:17]2[CH:22]=[CH:21][CH:20]=[CH:19][CH:18]=2)[CH:13]=[C:12]2[CH2:23][NH:24][CH:25]([C:27]([O:29][C:30]([CH3:33])([CH3:32])[CH3:31])=[O:28])[CH2:26][N:10]3[C:11]2=[C:7]1[CH:8]=[CH:9]3. The catalyst is N1C=CC=CC=1. The product is [CH2:15]([C:14]1[C:6]([C:34]([F:37])([F:36])[F:35])=[C:7]2[C:11]3=[C:12]([CH2:23][NH:24][CH:25]([C:27]([O:29][C:30]([CH3:33])([CH3:32])[CH3:31])=[O:28])[CH2:26][N:10]3[CH:9]=[CH:8]2)[CH:13]=1)[CH2:16][C:17]1[CH:18]=[CH:19][CH:20]=[CH:21][CH:22]=1. The yield is 0.530. (9) The reactants are [F:1][C:2]1[CH:3]=[C:4]([C@:15]([NH:30][S@@](C(C)(C)C)=O)([C:23]2[CH:28]=[CH:27][C:26]([F:29])=[CH:25][CH:24]=2)[CH2:16][C:17]2[CH:22]=[CH:21][CH:20]=[CH:19][CH:18]=2)[CH:5]=[C:6]([O:8][C:9]([F:14])([F:13])[CH:10]([F:12])[F:11])[CH:7]=1.CO. The catalyst is Cl.O1CCOCC1. The product is [F:1][C:2]1[CH:3]=[C:4]([C@@:15]([C:23]2[CH:28]=[CH:27][C:26]([F:29])=[CH:25][CH:24]=2)([NH2:30])[CH2:16][C:17]2[CH:22]=[CH:21][CH:20]=[CH:19][CH:18]=2)[CH:5]=[C:6]([O:8][C:9]([F:14])([F:13])[CH:10]([F:12])[F:11])[CH:7]=1. The yield is 0.900.